This data is from Forward reaction prediction with 1.9M reactions from USPTO patents (1976-2016). The task is: Predict the product of the given reaction. (1) Given the reactants [CH3:1][N:2]([CH3:34])[CH2:3][CH2:4][N:5]([CH3:33])[C:6]1[C:11]([N+:12]([O-])=O)=[CH:10][C:9]([NH:15][C:16]2[N:21]=[C:20]([C:22]3[CH:23]=[N:24][N:25]4[CH2:30][CH2:29][CH2:28][CH2:27][C:26]=34)[CH:19]=[CH:18][N:17]=2)=[C:8]([O:31][CH3:32])[CH:7]=1.[NH4+].[Cl-].O, predict the reaction product. The product is: [CH3:34][N:2]([CH3:1])[CH2:3][CH2:4][N:5]([CH3:33])[C:6]1[C:11]([NH2:12])=[CH:10][C:9]([NH:15][C:16]2[N:21]=[C:20]([C:22]3[CH:23]=[N:24][N:25]4[CH2:30][CH2:29][CH2:28][CH2:27][C:26]=34)[CH:19]=[CH:18][N:17]=2)=[C:8]([O:31][CH3:32])[CH:7]=1. (2) Given the reactants ClC1C=CC=C(C(OO)=[O:9])C=1.[CH3:12][C:13]1[CH:22]=[C:21]2[C:16]([CH:17]=[CH:18][CH:19]=[N:20]2)=[CH:15][CH:14]=1, predict the reaction product. The product is: [CH3:12][C:13]1[CH:22]=[C:21]2[C:16]([CH:17]=[CH:18][CH:19]=[N+:20]2[O-:9])=[CH:15][CH:14]=1. (3) The product is: [NH2:7][C:8]1[CH:13]=[CH:12][CH:11]=[CH:10][C:9]=1[NH:14][C:15](=[O:34])/[CH:16]=[CH:17]/[C:18]1[CH:19]=[N:20][N:21]([CH2:23][CH2:24][O:25][C:26]2[CH:31]=[C:30]([F:32])[CH:29]=[C:28]([F:33])[CH:27]=2)[CH:22]=1. Given the reactants C(OC(=O)[NH:7][C:8]1[CH:13]=[CH:12][CH:11]=[CH:10][C:9]=1[NH:14][C:15](=[O:34])/[CH:16]=[CH:17]/[C:18]1[CH:19]=[N:20][N:21]([CH2:23][CH2:24][O:25][C:26]2[CH:31]=[C:30]([F:32])[CH:29]=[C:28]([F:33])[CH:27]=2)[CH:22]=1)(C)(C)C.Cl, predict the reaction product. (4) Given the reactants [ClH:1].CCOC(C)=O.[NH2:8][C:9]1[N:14]=[CH:13][N:12]=[C:11]2[N:15]([CH2:36][C:37]([NH:40]C(=O)OC(C)(C)C)([CH3:39])[CH3:38])[N:16]=[C:17]([C:18]3[CH:23]=[CH:22][C:21]([O:24][C:25]4[C:30]([F:31])=[C:29]([F:32])[CH:28]=[C:27]([F:33])[C:26]=4[F:34])=[CH:20][C:19]=3[F:35])[C:10]=12, predict the reaction product. The product is: [NH2:40][C:37]([CH3:39])([CH3:38])[CH2:36][N:15]1[C:11]2=[N:12][CH:13]=[N:14][C:9]([NH2:8])=[C:10]2[C:17]([C:18]2[CH:23]=[CH:22][C:21]([O:24][C:25]3[C:30]([F:31])=[C:29]([F:32])[CH:28]=[C:27]([F:33])[C:26]=3[F:34])=[CH:20][C:19]=2[F:35])=[N:16]1.[ClH:1].